From a dataset of Reaction yield outcomes from USPTO patents with 853,638 reactions. Predict the reaction yield, written as a fraction of the theoretical maximum amount of product (1.0 means a 100% yield; for example, 0.34 means a 34% yield). (1) The yield is 1.00. The catalyst is O1CCCC1.C(O)(=O)C.[Zn]. The reactants are [Br:1][C:2]1[CH:7]=[C:6]([N+:8]([O-])=O)[C:5]([NH:11][C:12](=[O:18])[CH2:13][C:14]([CH3:17])([CH3:16])[CH3:15])=[C:4]([CH3:19])[CH:3]=1.C(=O)([O-])[O-].[Na+].[Na+]. The product is [NH2:8][C:6]1[CH:7]=[C:2]([Br:1])[CH:3]=[C:4]([CH3:19])[C:5]=1[NH:11][C:12](=[O:18])[CH2:13][C:14]([CH3:16])([CH3:15])[CH3:17]. (2) The reactants are CCCCCC.C([Li])CCC.[CH2:12]([O:19][C:20]1[CH:25]=[CH:24][CH:23]=[CH:22][C:21]=1Br)[C:13]1[CH:18]=[CH:17][CH:16]=[CH:15][CH:14]=1.[CH3:27][S:28][C:29]1[CH:36]=[CH:35][C:32]([CH:33]=[O:34])=[CH:31][CH:30]=1.O. The catalyst is C1COCC1. The product is [CH2:12]([O:19][C:20]1[CH:25]=[CH:24][CH:23]=[CH:22][C:21]=1[CH:33]([C:32]1[CH:35]=[CH:36][C:29]([S:28][CH3:27])=[CH:30][CH:31]=1)[OH:34])[C:13]1[CH:18]=[CH:17][CH:16]=[CH:15][CH:14]=1. The yield is 0.580. (3) The reactants are [CH3:1][C:2]1([CH3:34])[CH2:7][CH2:6][C:5]([C:8]2[C:13]([NH:14][C:15]([C:17]3[NH:18][CH:19]=[C:20]([C:22]#[N:23])[N:21]=3)=[O:16])=[CH:12][CH:11]=[C:10]([CH:24]3[CH2:29][C:28]([CH3:31])([CH3:30])[O:27][C:26]([CH3:33])([CH3:32])[CH2:25]3)[N:9]=2)=[CH:4][CH2:3]1.[C@:35]12([CH2:45][S:46]([OH:49])(=[O:48])=[O:47])[C:42]([CH3:44])([CH3:43])[CH:39]([CH2:40][CH2:41]1)[CH2:38][C:36]2=[O:37]. The catalyst is CCO. The product is [C@:35]12([CH2:45][S:46]([OH:49])(=[O:47])=[O:48])[C:42]([CH3:44])([CH3:43])[CH:39]([CH2:40][CH2:41]1)[CH2:38][C:36]2=[O:37].[CH3:1][C:2]1([CH3:34])[CH2:7][CH2:6][C:5]([C:8]2[C:13]([NH:14][C:15]([C:17]3[NH:18][CH:19]=[C:20]([C:22]#[N:23])[N:21]=3)=[O:16])=[CH:12][CH:11]=[C:10]([CH:24]3[CH2:25][C:26]([CH3:33])([CH3:32])[O:27][C:28]([CH3:31])([CH3:30])[CH2:29]3)[N:9]=2)=[CH:4][CH2:3]1. The yield is 0.840. (4) The reactants are [CH3:1][NH:2][CH:3]1[CH2:16][C:15]2[C:6]([CH3:25])([CH:7]3[CH:12]([CH2:13][CH:14]=2)[CH:11]2[CH2:17][CH2:18][CH:19]4[CH:20]([CH3:24])[N:21]([CH3:23])[CH2:22][C:10]24[CH2:9][CH2:8]3)[CH2:5][CH2:4]1.[C:26]([NH:29][C@@H:30]([C:32]([OH:34])=O)[CH3:31])(=[O:28])[CH3:27].Cl.CN(C)CCCN=C=NCC.ON1C2C=CC=CC=2N=N1. The catalyst is C1COCC1.ClCCl. The product is [C:26]([NH:29][CH:30]([CH3:31])[C:32]([N:2]([CH3:1])[CH:3]1[CH2:16][C:15]2[C:6]([CH3:25])([CH:7]3[CH:12]([CH2:13][CH:14]=2)[CH:11]2[CH2:17][CH2:18][CH:19]4[CH:20]([CH3:24])[N:21]([CH3:23])[CH2:22][C:10]24[CH2:9][CH2:8]3)[CH2:5][CH2:4]1)=[O:34])(=[O:28])[CH3:27]. The yield is 0.650. (5) The reactants are Br[C:2]1[CH:3]=[C:4]([C:8]2[CH:9]=[N:10][C:11]3[N:12]([C:14]([C:17]4([C:20]5[CH:21]=[C:22]6[C:27](=[CH:28][CH:29]=5)[N:26]=[CH:25][CH:24]=[CH:23]6)[CH2:19][CH2:18]4)=[N:15][N:16]=3)[N:13]=2)[CH:5]=[CH:6][CH:7]=1.[NH:30]1[CH:34]=[CH:33][N:32]=[CH:31]1.[I-].[Na+].CN[C@H]1CCCC[C@@H]1NC.C(=O)([O-])[O-].[Cs+].[Cs+]. The catalyst is O1CCOCC1.[Cu]I. The product is [N:30]1([C:2]2[CH:3]=[C:4]([C:8]3[CH:9]=[N:10][C:11]4[N:12]([C:14]([C:17]5([C:20]6[CH:21]=[C:22]7[C:27](=[CH:28][CH:29]=6)[N:26]=[CH:25][CH:24]=[CH:23]7)[CH2:19][CH2:18]5)=[N:15][N:16]=4)[N:13]=3)[CH:5]=[CH:6][CH:7]=2)[CH:34]=[CH:33][N:32]=[CH:31]1. The yield is 0.400.